Dataset: Catalyst prediction with 721,799 reactions and 888 catalyst types from USPTO. Task: Predict which catalyst facilitates the given reaction. (1) The catalyst class is: 159. Product: [F:1][C:2]1[CH:3]=[CH:4][CH:5]=[C:6]2[C:7]=1[C:8]1[CH:9]=[C:10]([C:14](=[O:16])[CH3:15])[CH:11]=[CH:12][C:13]=1[N:17]2[CH2:21][CH2:20][CH3:25]. Reactant: [F:1][C:2]1[C:7]([C:8]2[CH:13]=[CH:12][CH:11]=[C:10]([C:14](=[O:16])[CH3:15])[CH:9]=2)=[C:6]([N+:17]([O-])=O)[CH:5]=[CH:4][CH:3]=1.[C:20]1(P(C2C=CC=CC=2)C2C=CC=CC=2)[CH:25]=CC=C[CH:21]=1. (2) Reactant: O[CH2:2][C@H:3]([NH:7][C:8]([C:10]1[NH:11][C:12]([C:15]2[CH:20]=[C:19]([O:21][Si:22]([CH:29]([CH3:31])[CH3:30])([CH:26]([CH3:28])[CH3:27])[CH:23]([CH3:25])[CH3:24])[CH:18]=[C:17]([O:32][C@@H:33]([CH3:37])[CH2:34][O:35][CH3:36])[CH:16]=2)=[CH:13][CH:14]=1)=[O:9])[C@H:4]([OH:6])[CH3:5].CS(O)(=O)=O.C(N(CC)CC)C.[Cl-].[NH4+]. Product: [CH3:36][O:35][CH2:34][C@@H:33]([O:32][C:17]1[CH:16]=[C:15]([C:12]2[NH:11][C:10]([C:8]3[O:9][CH2:2][C@@H:3]([C@H:4]([OH:6])[CH3:5])[N:7]=3)=[CH:14][CH:13]=2)[CH:20]=[C:19]([O:21][Si:22]([CH:29]([CH3:30])[CH3:31])([CH:26]([CH3:27])[CH3:28])[CH:23]([CH3:24])[CH3:25])[CH:18]=1)[CH3:37]. The catalyst class is: 7. (3) Reactant: [O:1]=[C:2]1[C:11]2[C:6](=[CH:7][CH:8]=[C:9]([NH:12][C:13](=[O:34])[O:14][CH2:15][C@H:16]([O:26]CC3C=CC=CC=3)[CH2:17][O:18]CC3C=CC=CC=3)[CH:10]=2)[CH:5]=[C:4]([C:35]2[CH:40]=[CH:39][CH:38]=[CH:37][C:36]=2[C:41]([F:44])([F:43])[F:42])[NH:3]1.C(O)(=O)C. Product: [O:1]=[C:2]1[C:11]2[C:6](=[CH:7][CH:8]=[C:9]([NH:12][C:13](=[O:34])[O:14][CH2:15][C@H:16]([OH:26])[CH2:17][OH:18])[CH:10]=2)[CH:5]=[C:4]([C:35]2[CH:40]=[CH:39][CH:38]=[CH:37][C:36]=2[C:41]([F:43])([F:42])[F:44])[NH:3]1. The catalyst class is: 421. (4) Reactant: [CH2:1]([C:3]1[N:4]=[C:5]2[CH:10]=[CH:9][CH:8]=[C:7]([CH2:11][NH:12][CH2:13][CH2:14][CH2:15][CH2:16][CH2:17][NH:18][S:19]([C:22]([F:25])([F:24])[F:23])(=[O:21])=[O:20])[N:6]2[CH:26]=1)[CH3:2].[CH2:27]=O. Product: [CH2:1]([C:3]1[N:4]=[C:5]2[N:6]3[C:7]([CH2:11][N:12]([CH2:13][CH2:14][CH2:15][CH2:16][CH2:17][NH:18][S:19]([C:22]([F:25])([F:24])[F:23])(=[O:20])=[O:21])[CH2:27][C:26]=13)=[CH:8][CH:9]=[CH:10]2)[CH3:2]. The catalyst class is: 15. (5) Reactant: [C:1]([O:5][C:6]([N:8]([CH2:21][CH:22]1[CH:27]([C:28]2[CH:33]=[CH:32][CH:31]=[CH:30][C:29]=2[F:34])[CH2:26][CH2:25][N:24]([C:35]([NH:37][C:38]2[CH:47]=[CH:46][C:41]([C:42]([O:44]C)=[O:43])=[CH:40][C:39]=2[Cl:48])=[O:36])[CH2:23]1)[C@@H:9]([C:11]1[C:20]2[C:15](=[CH:16][CH:17]=[CH:18][CH:19]=2)[CH:14]=[CH:13][CH:12]=1)[CH3:10])=[O:7])([CH3:4])([CH3:3])[CH3:2].C1COCC1.[OH-].[Na+].Cl. Product: [C:1]([O:5][C:6]([N:8]([CH2:21][CH:22]1[CH:27]([C:28]2[CH:33]=[CH:32][CH:31]=[CH:30][C:29]=2[F:34])[CH2:26][CH2:25][N:24]([C:35]([NH:37][C:38]2[CH:47]=[CH:46][C:41]([C:42]([OH:44])=[O:43])=[CH:40][C:39]=2[Cl:48])=[O:36])[CH2:23]1)[C@@H:9]([C:11]1[C:20]2[C:15](=[CH:16][CH:17]=[CH:18][CH:19]=2)[CH:14]=[CH:13][CH:12]=1)[CH3:10])=[O:7])([CH3:2])([CH3:3])[CH3:4]. The catalyst class is: 5. (6) Reactant: Br[C:2]1[CH:24]=[C:23]([CH3:25])[C:5]([O:6][C:7]2[N:11]([CH3:12])[C:10]3[C:13]([CH:18]([CH2:21][CH3:22])[CH2:19][CH3:20])=[CH:14][CH:15]=[C:16]([Cl:17])[C:9]=3[N:8]=2)=[C:4]([Cl:26])[CH:3]=1.C([Li])CCC.[C:32](=[O:34])=[O:33].[Cl-].[NH4+]. Product: [Cl:26][C:4]1[CH:3]=[C:2]([CH:24]=[C:23]([CH3:25])[C:5]=1[O:6][C:7]1[N:11]([CH3:12])[C:10]2[C:13]([CH:18]([CH2:21][CH3:22])[CH2:19][CH3:20])=[CH:14][CH:15]=[C:16]([Cl:17])[C:9]=2[N:8]=1)[C:32]([OH:34])=[O:33]. The catalyst class is: 7. (7) Product: [ClH:41].[NH2:32][C@H:23]([C:22]([N:19]1[CH2:18][CH2:17][C:16](=[C:6]2[C:5]3[CH:4]=[CH:3][CH:2]=[CH:1][C:11]=3[CH:10]=[CH:9][C:8]3[CH:12]=[CH:13][CH:14]=[CH:15][C:7]2=3)[CH2:21][CH2:20]1)=[O:40])[CH2:24][NH:25][C:26](=[O:31])[C:27]([CH3:30])([CH3:29])[CH3:28]. The catalyst class is: 13. Reactant: [CH:1]1[C:11]2[CH:10]=[CH:9][C:8]3[CH:12]=[CH:13][CH:14]=[CH:15][C:7]=3[C:6](=[C:16]3[CH2:21][CH2:20][N:19]([C:22](=[O:40])[C@@H:23]([NH:32]C(=O)OC(C)(C)C)[CH2:24][NH:25][C:26](=[O:31])[C:27]([CH3:30])([CH3:29])[CH3:28])[CH2:18][CH2:17]3)[C:5]=2[CH:4]=[CH:3][CH:2]=1.[ClH:41].C(OCC)(=O)C. (8) Reactant: [CH3:1][C:2]1[N:3]([CH2:9][C:10]2[S:11][CH:12]=[CH:13][CH:14]=2)[C:4]([CH2:7][CH3:8])=[CH:5][N:6]=1.C=[O:16]. Product: [CH2:7]([C:4]1[N:3]([CH2:9][C:10]2[S:11][CH:12]=[CH:13][CH:14]=2)[C:2]([CH2:1][OH:16])=[N:6][CH:5]=1)[CH3:8]. The catalyst class is: 16. (9) The catalyst class is: 8. Product: [CH:17]([C:20]1[CH:26]=[CH:25][C:23]([N:24]2[CH2:2][C:3]3[C:4](=[CH:10][C:11]([N+:14]([O-:16])=[O:15])=[CH:12][CH:13]=3)[C:5]2=[O:7])=[CH:22][CH:21]=1)([CH3:19])[CH3:18]. Reactant: Br[CH2:2][C:3]1[CH:13]=[CH:12][C:11]([N+:14]([O-:16])=[O:15])=[CH:10][C:4]=1[C:5]([O:7]CC)=O.[CH:17]([C:20]1[CH:26]=[CH:25][C:23]([NH2:24])=[CH:22][CH:21]=1)([CH3:19])[CH3:18].C(N(CC)C(C)C)(C)C.